The task is: Predict the product of the given reaction.. This data is from Forward reaction prediction with 1.9M reactions from USPTO patents (1976-2016). (1) Given the reactants [CH:1]([O:4][C:5]([N:7]1[CH:12]([CH2:13][CH3:14])[CH2:11][CH:10]([N:15]([CH2:23][C:24]2[CH:29]=[C:28]([C:30]([F:33])([F:32])[F:31])[CH:27]=[C:26]([Cl:34])[CH:25]=2)[C:16]2[N:21]=[CH:20][C:19]([OH:22])=[CH:18][N:17]=2)[CH2:9][CH:8]1[CH2:35][CH3:36])=[O:6])([CH3:3])[CH3:2].Br[CH2:38][CH2:39][OH:40].C(=O)([O-])[O-].[K+].[K+].O, predict the reaction product. The product is: [CH:1]([O:4][C:5]([N:7]1[CH:12]([CH2:13][CH3:14])[CH2:11][CH:10]([N:15]([CH2:23][C:24]2[CH:29]=[C:28]([C:30]([F:32])([F:31])[F:33])[CH:27]=[C:26]([Cl:34])[CH:25]=2)[C:16]2[N:17]=[CH:18][C:19]([O:22][CH2:38][CH2:39][OH:40])=[CH:20][N:21]=2)[CH2:9][CH:8]1[CH2:35][CH3:36])=[O:6])([CH3:3])[CH3:2]. (2) Given the reactants [NH2:1][C:2]1[CH:3]=[C:4]([CH:22]=[CH:23][CH:24]=1)[CH2:5][N:6]1[C:10]2=[N:11][C:12]([NH:15][C:16]3[CH:17]=[N:18][N:19]([CH3:21])[CH:20]=3)=[N:13][CH:14]=[C:9]2[CH:8]=[N:7]1.CN(C=O)C.CCN(C(C)C)C(C)C.[C:39](Cl)(=[O:42])[CH:40]=[CH2:41], predict the reaction product. The product is: [CH3:21][N:19]1[CH:20]=[C:16]([NH:15][C:12]2[N:11]=[C:10]3[N:6]([CH2:5][C:4]4[CH:3]=[C:2]([NH:1][C:39](=[O:42])[CH:40]=[CH2:41])[CH:24]=[CH:23][CH:22]=4)[N:7]=[CH:8][C:9]3=[CH:14][N:13]=2)[CH:17]=[N:18]1.